From a dataset of NCI-60 drug combinations with 297,098 pairs across 59 cell lines. Regression. Given two drug SMILES strings and cell line genomic features, predict the synergy score measuring deviation from expected non-interaction effect. (1) Drug 1: C1C(C(OC1N2C=NC(=NC2=O)N)CO)O. Drug 2: CC1CCCC2(C(O2)CC(NC(=O)CC(C(C(=O)C(C1O)C)(C)C)O)C(=CC3=CSC(=N3)C)C)C. Cell line: MDA-MB-435. Synergy scores: CSS=22.7, Synergy_ZIP=-0.766, Synergy_Bliss=-2.51, Synergy_Loewe=-6.27, Synergy_HSA=1.78. (2) Drug 1: CS(=O)(=O)C1=CC(=C(C=C1)C(=O)NC2=CC(=C(C=C2)Cl)C3=CC=CC=N3)Cl. Drug 2: C1C(C(OC1N2C=C(C(=O)NC2=O)F)CO)O. Cell line: SW-620. Synergy scores: CSS=39.3, Synergy_ZIP=6.46, Synergy_Bliss=6.58, Synergy_Loewe=-7.79, Synergy_HSA=5.10.